Dataset: Forward reaction prediction with 1.9M reactions from USPTO patents (1976-2016). Task: Predict the product of the given reaction. Given the reactants CO[C:3]([C:5]1[NH:6][N:7]=[C:8]([O:10][CH2:11][C:12]2[C:13]([CH2:18][CH2:19][CH2:20][CH3:21])=[N:14][O:15][C:16]=2[CH3:17])[CH:9]=1)=[O:4].C[O:23][C:24]([C:26]1[NH:27]N=C(OCC2C(C3C=CC=CC=3)=NOC=2C)[CH:30]=1)=O.N[C@H](CO)C, predict the reaction product. The product is: [OH:23][CH2:24][C@@H:26]([NH:27][C:3]([C:5]1[NH:6][N:7]=[C:8]([O:10][CH2:11][C:12]2[C:13]([CH2:18][CH2:19][CH2:20][CH3:21])=[N:14][O:15][C:16]=2[CH3:17])[CH:9]=1)=[O:4])[CH3:30].